The task is: Predict which catalyst facilitates the given reaction.. This data is from Catalyst prediction with 721,799 reactions and 888 catalyst types from USPTO. (1) The catalyst class is: 2. Reactant: [CH:1]([N:4]([C:8]1[CH:13]=[CH:12][CH:11]=[CH:10][CH:9]=1)[CH2:5][CH2:6]O)([CH3:3])[CH3:2].O=S(Cl)[Cl:16]. Product: [Cl:16][CH2:6][CH2:5][N:4]([CH:1]([CH3:3])[CH3:2])[C:8]1[CH:13]=[CH:12][CH:11]=[CH:10][CH:9]=1. (2) Reactant: Br[CH2:2][C:3]1[CH:8]=[CH:7][C:6]([NH:9][C:10]([C:12]2[C:13]([C:18]3[CH:23]=[CH:22][C:21]([C:24]([F:27])([F:26])[F:25])=[CH:20][CH:19]=3)=[CH:14][CH:15]=[CH:16][CH:17]=2)=[O:11])=[C:5]([CH3:28])[CH:4]=1.[N-:29]=[N+:30]=[N-:31].[Na+].O. Product: [N:29]([CH2:2][C:3]1[CH:8]=[CH:7][C:6]([NH:9][C:10]([C:12]2[C:13]([C:18]3[CH:23]=[CH:22][C:21]([C:24]([F:27])([F:26])[F:25])=[CH:20][CH:19]=3)=[CH:14][CH:15]=[CH:16][CH:17]=2)=[O:11])=[C:5]([CH3:28])[CH:4]=1)=[N+:30]=[N-:31]. The catalyst class is: 18. (3) Reactant: [OH:1][CH2:2][CH2:3][CH2:4][CH2:5][CH2:6][CH2:7][CH2:8][CH2:9][CH2:10][CH2:11][O:12][C:13]1[CH:18]=[CH:17][N:16]=[C:15]([CH2:19]O)[C:14]=1[CH3:21].S(Cl)([Cl:24])=O.C(=O)([O-])[O-].[Na+].[Na+]. Product: [OH:1][CH2:2][CH2:3][CH2:4][CH2:5][CH2:6][CH2:7][CH2:8][CH2:9][CH2:10][CH2:11][O:12][C:13]1[CH:18]=[CH:17][N:16]=[C:15]([CH2:19][Cl:24])[C:14]=1[CH3:21]. The catalyst class is: 4. (4) Reactant: C([O:3][C:4](=O)[CH2:5][NH:6][CH2:7][C:8]1[C:17]2[C:12](=[CH:13][C:14]([S:18]([C:21]3[CH:26]=[CH:25][CH:24]=[CH:23][CH:22]=3)(=[O:20])=[O:19])=[CH:15][CH:16]=2)[CH:11]=[CH:10][CH:9]=1)C.[CH3:28][NH2:29]. Product: [C:21]1([S:18]([C:14]2[CH:13]=[C:12]3[C:17](=[CH:16][CH:15]=2)[C:8]([CH2:7][NH:6][CH2:5][C:4]([NH:29][CH3:28])=[O:3])=[CH:9][CH:10]=[CH:11]3)(=[O:20])=[O:19])[CH:26]=[CH:25][CH:24]=[CH:23][CH:22]=1. The catalyst class is: 5.